This data is from Reaction yield outcomes from USPTO patents with 853,638 reactions. The task is: Predict the reaction yield, written as a fraction of the theoretical maximum amount of product (1.0 means a 100% yield; for example, 0.34 means a 34% yield). (1) The reactants are Br[C:2]1[CH:3]=[CH:4][C:5]2[NH:6][C:7]3[C:12]([C:13]=2[CH:14]=1)=[CH:11][C:10](Br)=[CH:9][CH:8]=3.[C:16]1([N:22]2[C:34]3[CH:33]=[CH:32][C:31](B(O)O)=[CH:30][C:29]=3[C:28]3[C:23]2=[CH:24][CH:25]=[CH:26][CH:27]=3)[CH:21]=[CH:20][CH:19]=[CH:18][CH:17]=1.[C:53]1([CH3:58])[CH:54]=[CH:55][CH:56]=[CH:57][C:52]=1P([C:52]1[CH:57]=[CH:56][CH:55]=[CH:54][C:53]=1[CH3:58])[C:52]1[CH:57]=[CH:56][CH:55]=[CH:54][C:53]=1[CH3:58].C(=O)([O-])[O-].[K+].[K+]. The catalyst is C([O-])(=O)C.[Pd+2].C([O-])(=O)C.C1(C)C=CC=CC=1.C(O)C. The product is [C:16]1([N:22]2[C:34]3[CH:33]=[CH:32][C:31]([C:2]4[CH:3]=[CH:4][C:5]5[NH:6][C:7]6[C:12]([C:13]=5[CH:14]=4)=[CH:11][C:10]([C:55]4[CH:56]=[CH:57][C:52]5[N:6]([C:5]7[CH:4]=[CH:3][CH:2]=[CH:14][CH:13]=7)[C:7]7[C:58]([C:53]=5[CH:54]=4)=[CH:11][CH:10]=[CH:9][CH:8]=7)=[CH:9][CH:8]=6)=[CH:30][C:29]=3[C:28]3[C:23]2=[CH:24][CH:25]=[CH:26][CH:27]=3)[CH:21]=[CH:20][CH:19]=[CH:18][CH:17]=1. The yield is 0.600. (2) The reactants are CC(OC1C=CC=C(OC(C)C)C=1C1C(P(C2CCCCC2)C2CCCCC2)=CC=CC=1)C.[Li+].C[Si]([N-][Si](C)(C)C)(C)C.Cl[C:45]1[CH:54]=[CH:53][CH:52]=[C:51]2[C:46]=1[CH:47]=[C:48]1[CH2:70][C:62]3([CH2:67][O:66][C:65]([CH3:69])([CH3:68])[O:64][CH2:63]3)[CH2:61][C:49]1=[C:50]2[C:55](=[O:60])[C:56]([CH3:59])([CH3:58])[CH3:57].CCCCCC.CCOC(C)=O.[CH3:83][NH:84][CH3:85]. The catalyst is C1COCC1. The product is [CH3:83][N:84]([CH3:85])[C:45]1[CH:54]=[CH:53][CH:52]=[C:51]2[C:46]=1[CH:47]=[C:48]1[CH2:70][C:62]3([CH2:67][O:66][C:65]([CH3:69])([CH3:68])[O:64][CH2:63]3)[CH2:61][C:49]1=[C:50]2[C:55](=[O:60])[C:56]([CH3:59])([CH3:58])[CH3:57]. The yield is 0.580. (3) The reactants are [Cl:1][C:2]1[CH:3]=[C:4]([NH:14][C:15](=[O:20])[CH2:16][C:17](=O)[CH3:18])[CH:5]=[CH:6][C:7]=1[N:8]1[CH2:13][CH2:12][O:11][CH2:10][CH2:9]1.[Cl:21][C:22]1[CH:23]=[C:24]([CH:30]=[CH:31][CH:32]=1)[O:25][CH2:26][C:27]([NH2:29])=O.C1(C)C=CC=CC=1.[NH4+].[Cl-]. The catalyst is C1(C)C(C)=CC=CC=1.C([O-])(C)C.C([O-])(C)C.C([O-])(C)C.C([O-])(C)C.[Ti+4]. The product is [Cl:1][C:2]1[CH:3]=[C:4]([N:14]2[C:15](=[O:20])[CH:16]=[C:17]([CH3:18])[N:29]=[C:27]2[CH2:26][O:25][C:24]2[CH:30]=[CH:31][CH:32]=[C:22]([Cl:21])[CH:23]=2)[CH:5]=[CH:6][C:7]=1[N:8]1[CH2:13][CH2:12][O:11][CH2:10][CH2:9]1. The yield is 0.640.